This data is from Reaction yield outcomes from USPTO patents with 853,638 reactions. The task is: Predict the reaction yield, written as a fraction of the theoretical maximum amount of product (1.0 means a 100% yield; for example, 0.34 means a 34% yield). (1) The reactants are [CH:1]([C:3]1[CH:20]=[CH:19][C:6]2/[C:7](=[CH:16]/[C:17]#[N:18])/[C:8]3[CH:15]=[CH:14][CH:13]=[CH:12][C:9]=3[CH2:10][CH2:11][C:5]=2[CH:4]=1)=[O:2].[CH2:21]([Mg]Br)[CH2:22][CH3:23]. No catalyst specified. The product is [OH:2][CH:1]([C:3]1[CH:20]=[CH:19][C:6]2/[C:7](=[CH:16]/[C:17]#[N:18])/[C:8]3[CH:15]=[CH:14][CH:13]=[CH:12][C:9]=3[CH2:10][CH2:11][C:5]=2[CH:4]=1)[CH2:21][CH2:22][CH3:23]. The yield is 0.640. (2) The reactants are [Cl:1][C:2]1[N:10]=[CH:9][C:8]([F:11])=[CH:7][C:3]=1[C:4]([OH:6])=[O:5].S(=O)(=O)(O)O.[OH-].[Na+].[CH3:19]O. No catalyst specified. The product is [Cl:1][C:2]1[N:10]=[CH:9][C:8]([F:11])=[CH:7][C:3]=1[C:4]([O:6][CH3:19])=[O:5]. The yield is 0.250. (3) The reactants are CS(O[CH2:6][CH:7]1[O:11][C:10](=[O:12])[N:9]([C:13]2[CH:22]=[C:21]3[C:16]([CH:17]=[C:18]([C:24]4[CH:29]=[CH:28][CH:27]=[CH:26][C:25]=4[C:30]([F:33])([F:32])[F:31])[NH:19][C:20]3=[O:23])=[CH:15][CH:14]=2)[CH2:8]1)(=O)=O.[NH:34]1[CH2:39][CH2:38][O:37][CH2:36][CH2:35]1. The product is [N:34]1([CH2:6][CH:7]2[O:11][C:10](=[O:12])[N:9]([C:13]3[CH:22]=[C:21]4[C:16]([CH:17]=[C:18]([C:24]5[CH:29]=[CH:28][CH:27]=[CH:26][C:25]=5[C:30]([F:32])([F:31])[F:33])[NH:19][C:20]4=[O:23])=[CH:15][CH:14]=3)[CH2:8]2)[CH2:39][CH2:38][O:37][CH2:36][CH2:35]1. The catalyst is C(#N)C. The yield is 0.490. (4) The reactants are [NH2:1][C:2]1[C:11]2[N:12]=[C:13]([CH2:39][O:40][CH2:41][CH3:42])[N:14]([CH2:15][CH2:16][CH2:17][N:18]([CH2:23][C:24]3[CH:25]=[C:26]([CH:36]=[CH:37][CH:38]=3)[O:27][C:28]([CH3:35])([CH3:34])[C:29]([O:31][CH2:32][CH3:33])=[O:30])[C:19](=[O:22])[CH2:20]Cl)[C:10]=2[C:9]2[CH:8]=[CH:7][CH:6]=[CH:5][C:4]=2[N:3]=1.[NH:43]([CH2:46][CH3:47])[CH2:44][CH3:45].N. The catalyst is CC#N. The product is [NH2:1][C:2]1[C:11]2[N:12]=[C:13]([CH2:39][O:40][CH2:41][CH3:42])[N:14]([CH2:15][CH2:16][CH2:17][N:18]([CH2:23][C:24]3[CH:25]=[C:26]([CH:36]=[CH:37][CH:38]=3)[O:27][C:28]([CH3:35])([CH3:34])[C:29]([O:31][CH2:32][CH3:33])=[O:30])[C:19](=[O:22])[CH2:20][N:43]([CH2:46][CH3:47])[CH2:44][CH3:45])[C:10]=2[C:9]2[CH:8]=[CH:7][CH:6]=[CH:5][C:4]=2[N:3]=1. The yield is 0.830. (5) The catalyst is [C-]#N.[Zn+2].[C-]#N.C1C=CC([P]([Pd]([P](C2C=CC=CC=2)(C2C=CC=CC=2)C2C=CC=CC=2)([P](C2C=CC=CC=2)(C2C=CC=CC=2)C2C=CC=CC=2)[P](C2C=CC=CC=2)(C2C=CC=CC=2)C2C=CC=CC=2)(C2C=CC=CC=2)C2C=CC=CC=2)=CC=1. The yield is 0.127. The reactants are Br[C:2]1[CH:11]=[C:10]([CH2:12][N:13]([C:15]([O:17][C:18]([CH3:21])([CH3:20])[CH3:19])=[O:16])[CH3:14])[CH:9]=[CH:8][C:3]=1[C:4]([O:6][CH3:7])=[O:5].[CH3:22][N:23](C=O)C. The product is [C:22]([C:2]1[CH:11]=[C:10]([CH2:12][N:13]([C:15]([O:17][C:18]([CH3:21])([CH3:20])[CH3:19])=[O:16])[CH3:14])[CH:9]=[CH:8][C:3]=1[C:4]([O:6][CH3:7])=[O:5])#[N:23]. (6) The reactants are [CH3:1][C:2]1([CH3:33])[O:7][C:6](=[O:8])[CH:5]([CH2:9][CH2:10][CH2:11][S:12][C:13]([C:26]2[CH:31]=[CH:30][CH:29]=[CH:28][CH:27]=2)([C:20]2[CH:25]=[CH:24][CH:23]=[CH:22][CH:21]=2)[C:14]2[CH:19]=[CH:18][CH:17]=[CH:16][CH:15]=2)[C:4](=[O:32])[O:3]1.[CH3:34][O:35][C:36](=[O:40])[CH2:37][CH2:38]Br.C[O-].[Na+]. The catalyst is CO.CCCCCC.C(OC(=O)C)C. The product is [CH3:34][O:35][C:36](=[O:40])[CH2:37][CH2:38][C:5]1([CH2:9][CH2:10][CH2:11][S:12][C:13]([C:26]2[CH:27]=[CH:28][CH:29]=[CH:30][CH:31]=2)([C:14]2[CH:19]=[CH:18][CH:17]=[CH:16][CH:15]=2)[C:20]2[CH:21]=[CH:22][CH:23]=[CH:24][CH:25]=2)[C:6](=[O:8])[O:7][C:2]([CH3:33])([CH3:1])[O:3][C:4]1=[O:32]. The yield is 0.770.